From a dataset of Peptide-MHC class I binding affinity with 185,985 pairs from IEDB/IMGT. Regression. Given a peptide amino acid sequence and an MHC pseudo amino acid sequence, predict their binding affinity value. This is MHC class I binding data. The peptide sequence is VQSVLRDISI. The MHC is HLA-A23:01 with pseudo-sequence HLA-A23:01. The binding affinity (normalized) is 0.246.